Dataset: Forward reaction prediction with 1.9M reactions from USPTO patents (1976-2016). Task: Predict the product of the given reaction. (1) Given the reactants [Cl:1][C:2]1[CH:3]=[N+:4]([O-:27])[CH:5]=[C:6]([Cl:26])[C:7]=1[CH2:8][C@@H:9]([C:11]1[CH:16]=[CH:15][C:14]([O:17][CH:18]([F:20])[F:19])=[C:13]([O:21][CH2:22][CH:23]2[CH2:25][CH2:24]2)[CH:12]=1)[OH:10].FC(F)(F)C(O)=O.[O:35]1[CH2:40][CH2:39][N:38]([CH2:41][CH2:42][N:43]([CH2:48][C:49]2[CH:50]=[C:51]3[C:55](=[CH:56][CH:57]=2)[C:54](=[O:58])[N:53]([CH2:59][C:60](O)=[O:61])[C:52]3=[O:63])[S:44]([CH3:47])(=[O:46])=[O:45])[CH2:37][CH2:36]1.C(Cl)CCl, predict the reaction product. The product is: [Cl:1][C:2]1[CH:3]=[N+:4]([O-:27])[CH:5]=[C:6]([Cl:26])[C:7]=1[CH2:8][CH:9]([C:11]1[CH:16]=[CH:15][C:14]([O:17][CH:18]([F:20])[F:19])=[C:13]([O:21][CH2:22][CH:23]2[CH2:25][CH2:24]2)[CH:12]=1)[O:10][C:60](=[O:61])[CH2:59][N:53]1[C:52](=[O:63])[C:51]2[C:55](=[CH:56][CH:57]=[C:49]([CH2:48][N:43]([CH2:42][CH2:41][N:38]3[CH2:39][CH2:40][O:35][CH2:36][CH2:37]3)[S:44]([CH3:47])(=[O:46])=[O:45])[CH:50]=2)[C:54]1=[O:58]. (2) The product is: [C:1]([C:3]1[C:4]([N:18]2[CH2:23][CH2:22][N:21]([C:25]([NH:24][C:27]3[CH:32]=[CH:31][C:30]([CH:33]([CH3:35])[CH3:34])=[CH:29][CH:28]=3)=[O:26])[CH2:20][CH2:19]2)=[N:5][C:6]([C:14]([F:15])([F:17])[F:16])=[C:7]([CH:13]=1)[C:8]([O:10][CH2:11][CH3:12])=[O:9])#[N:2]. Given the reactants [C:1]([C:3]1[C:4]([N:18]2[CH2:23][CH2:22][NH:21][CH2:20][CH2:19]2)=[N:5][C:6]([C:14]([F:17])([F:16])[F:15])=[C:7]([CH:13]=1)[C:8]([O:10][CH2:11][CH3:12])=[O:9])#[N:2].[N:24]([C:27]1[CH:32]=[CH:31][C:30]([CH:33]([CH3:35])[CH3:34])=[CH:29][CH:28]=1)=[C:25]=[O:26], predict the reaction product.